From a dataset of Peptide-MHC class II binding affinity with 134,281 pairs from IEDB. Regression. Given a peptide amino acid sequence and an MHC pseudo amino acid sequence, predict their binding affinity value. This is MHC class II binding data. (1) The MHC is DRB1_0301 with pseudo-sequence DRB1_0301. The peptide sequence is LMAFTAAVTSPLTTS. The binding affinity (normalized) is 0. (2) The MHC is HLA-DQA10401-DQB10402 with pseudo-sequence HLA-DQA10401-DQB10402. The binding affinity (normalized) is 0.168. The peptide sequence is WEALKYLWNLLQYWGQELK.